From a dataset of Full USPTO retrosynthesis dataset with 1.9M reactions from patents (1976-2016). Predict the reactants needed to synthesize the given product. Given the product [Br:1][C:2]1[C:3]([NH:21][NH2:22])=[N:4][C:5]([NH:8][C:9]2[CH:14]=[C:13]([O:15][CH3:16])[CH:12]=[C:11]([O:17][CH3:18])[CH:10]=2)=[N:6][CH:7]=1, predict the reactants needed to synthesize it. The reactants are: [Br:1][C:2]1[C:3](SC)=[N:4][C:5]([NH:8][C:9]2[CH:14]=[C:13]([O:15][CH3:16])[CH:12]=[C:11]([O:17][CH3:18])[CH:10]=2)=[N:6][CH:7]=1.[NH2:21][NH2:22].O1CCOCC1.